Dataset: Full USPTO retrosynthesis dataset with 1.9M reactions from patents (1976-2016). Task: Predict the reactants needed to synthesize the given product. (1) Given the product [CH3:20][O:21][C:22]1[CH:23]=[C:24]([CH:25]=[CH:26][C:27]=1[O:28][CH3:29])[CH2:30][NH:31][C:17]([C:6]1[C:7]2[N:11]=[C:10]([C:12]3[S:13][CH:14]=[CH:15][CH:16]=3)[NH:9][C:8]=2[C:3]([O:2][CH3:1])=[CH:4][CH:5]=1)=[O:19], predict the reactants needed to synthesize it. The reactants are: [CH3:1][O:2][C:3]1[C:8]2[NH:9][C:10]([C:12]3[S:13][CH:14]=[CH:15][CH:16]=3)=[N:11][C:7]=2[C:6]([C:17]([OH:19])=O)=[CH:5][CH:4]=1.[CH3:20][O:21][C:22]1[CH:23]=[C:24]([CH2:30][NH2:31])[CH:25]=[CH:26][C:27]=1[O:28][CH3:29]. (2) Given the product [F:3][C:4]1[C:9]([F:10])=[CH:8][CH:7]=[CH:6][C:5]=1[C@H:11]1[CH2:17][N:16]([CH2:33][C:34]([F:37])([F:36])[F:35])[C:15](=[O:18])[C@H:14]([NH:19][C:20](=[O:26])[O:21][C:22]([CH3:23])([CH3:25])[CH3:24])[CH2:13][CH2:12]1, predict the reactants needed to synthesize it. The reactants are: [H-].[Na+].[F:3][C:4]1[C:9]([F:10])=[CH:8][CH:7]=[CH:6][C:5]=1[C@H:11]1[CH2:17][NH:16][C:15](=[O:18])[C@H:14]([NH:19][C:20](=[O:26])[O:21][C:22]([CH3:25])([CH3:24])[CH3:23])[CH2:13][CH2:12]1.ClC(Cl)(Cl)S(O[CH2:33][C:34]([F:37])([F:36])[F:35])(=O)=O. (3) Given the product [F:2][C:3]1[CH:4]=[C:5]([CH:18]=[CH:19][C:20]=1[N:21]1[CH:25]=[N:24][N:23]=[N:22]1)[CH2:6][O:7][CH2:8][C@@H:9]1[CH2:11][C@@H:10]1[CH:12]1[CH2:17][CH2:16][N:15]([C:27]2[N:32]=[CH:31][C:30]([CH2:33][O:34][CH3:35])=[CH:29][N:28]=2)[CH2:14][CH2:13]1, predict the reactants needed to synthesize it. The reactants are: [Cl-].[F:2][C:3]1[CH:4]=[C:5]([CH:18]=[CH:19][C:20]=1[N:21]1[CH:25]=[N:24][N:23]=[N:22]1)[CH2:6][O:7][CH2:8][C@@H:9]1[CH2:11][C@@H:10]1[CH:12]1[CH2:17][CH2:16][NH2+:15][CH2:14][CH2:13]1.Cl[C:27]1[N:32]=[CH:31][C:30]([CH2:33][O:34][CH3:35])=[CH:29][N:28]=1.C(=O)([O-])[O-].[Cs+].[Cs+]. (4) Given the product [F:1][C:2]1[CH:8]=[C:7]([CH3:9])[CH:6]=[CH:5][C:3]=1[C:22]#[N:23], predict the reactants needed to synthesize it. The reactants are: [F:1][C:2]1[CH:8]=[C:7]([CH3:9])[CH:6]=[CH:5][C:3]=1N.N([O-])=O.[Na+].C([O-])(O)=O.[Na+].[C-]#N.[K+].[C:22]([Cu])#[N:23]. (5) Given the product [Cl:12][C:4]1[N:5]=[CH:6][C:7]2[C:8](=[O:9])[NH:15][NH:16][C:2]=2[C:3]=1[F:13], predict the reactants needed to synthesize it. The reactants are: Cl[C:2]1[C:7]([C:8](OC)=[O:9])=[CH:6][N:5]=[C:4]([Cl:12])[C:3]=1[F:13].O.[NH2:15][NH2:16]. (6) Given the product [Br:1][C:2](=[C:16]1[CH2:17][CH2:18][N:19]([CH2:22][C:23]2[CH:35]=[CH:34][N:33]=[CH:25][CH:24]=2)[CH2:20][CH2:21]1)[C:3]1[CH:4]=[CH:5][C:6]([C:7]([N:9]([CH2:10][CH3:11])[CH2:12][CH3:13])=[O:8])=[CH:14][CH:15]=1, predict the reactants needed to synthesize it. The reactants are: [Br:1][C:2](=[C:16]1[CH2:21][CH2:20][N:19]([CH2:22][CH2:23][CH2:24][CH3:25])[CH2:18][CH2:17]1)[C:3]1[CH:15]=[CH:14][C:6]([C:7]([N:9]([CH2:12][CH3:13])[CH2:10][CH3:11])=[O:8])=[CH:5][CH:4]=1.C(OC([N:33]1CCC(=C(Br)C2C=CC(C(=O)N(CC)CC)=CC=2)[CH2:35][CH2:34]1)=O)(C)(C)C.N1C=CC(C=O)=CC=1. (7) The reactants are: [CH3:1][C:2]1[CH:10]=[C:9]([CH3:11])[CH:8]=[C:7]([CH3:12])[C:3]=1[C:4](Cl)=[O:5].[F:13][C:14]1[C:19]([F:20])=[CH:18][CH:17]=[CH:16][C:15]=1[C:21]1[CH:22]=[C:23]2[C:29]([NH2:30])=[N:28][NH:27][C:24]2=[N:25][N:26]=1. Given the product [F:13][C:14]1[C:19]([F:20])=[CH:18][CH:17]=[CH:16][C:15]=1[C:21]1[CH:22]=[C:23]2[C:29]([NH:30][C:4](=[O:5])[C:3]3[C:2]([CH3:1])=[CH:10][C:9]([CH3:11])=[CH:8][C:7]=3[CH3:12])=[N:28][NH:27][C:24]2=[N:25][N:26]=1, predict the reactants needed to synthesize it.